This data is from Catalyst prediction with 721,799 reactions and 888 catalyst types from USPTO. The task is: Predict which catalyst facilitates the given reaction. (1) Reactant: [Cl:1][C:2]1[CH:8]=[C:7]([O:9][C:10]2[C:11]3[N:18]([CH3:19])[CH:17]=[CH:16][C:12]=3[N:13]=[CH:14][N:15]=2)[CH:6]=[CH:5][C:3]=1[NH2:4].C(N(CC)CC)C.[O:27]([C:34]1[CH:35]=[C:36]([N:40]=[C:41]=[O:42])[CH:37]=[CH:38][CH:39]=1)[C:28]1[CH:33]=[CH:32][CH:31]=[CH:30][CH:29]=1. Product: [Cl:1][C:2]1[CH:8]=[C:7]([O:9][C:10]2[C:11]3[N:18]([CH3:19])[CH:17]=[CH:16][C:12]=3[N:13]=[CH:14][N:15]=2)[CH:6]=[CH:5][C:3]=1[NH:4][C:41]([NH:40][C:36]1[CH:37]=[CH:38][CH:39]=[C:34]([O:27][C:28]2[CH:33]=[CH:32][CH:31]=[CH:30][CH:29]=2)[CH:35]=1)=[O:42]. The catalyst class is: 7. (2) Reactant: [CH2:1]([N:8](C)[C:9]1[CH:10]=[C:11]([CH2:25][N:26]2[CH2:31][CH2:30][O:29][CH2:28][CH2:27]2)[CH:12]=[C:13]2[C:18]=1[N:17]=[CH:16][C:15]([C:19]([O:21][CH2:22][CH3:23])=[O:20])=[C:14]2[OH:24])C1C=CC=CC=1.[H][H]. Product: [OH:24][C:14]1[C:13]2[C:18](=[C:9]([NH:8][CH3:1])[CH:10]=[C:11]([CH2:25][N:26]3[CH2:27][CH2:28][O:29][CH2:30][CH2:31]3)[CH:12]=2)[N:17]=[CH:16][C:15]=1[C:19]([O:21][CH2:22][CH3:23])=[O:20]. The catalyst class is: 29. (3) Reactant: Br[C:2]1[CH:7]=[C:6]([C:8]([CH3:11])([CH3:10])[CH3:9])[C:5]([OH:12])=[C:4]([C:13]([CH3:16])([CH3:15])[CH3:14])[CH:3]=1.CO[C:19]1[CH:24]=[CH:23][C:22]([CH:25]=[O:26])=[CH:21][C:20]=1B(O)O.[C:30]([O-])([O-])=[O:31].[K+].[K+].C(COC)OC. Product: [C:13]([C:4]1[CH:3]=[C:2]([C:20]2([O:31][CH3:30])[CH:19]=[CH:24][CH:23]=[C:22]([CH:25]=[O:26])[CH2:21]2)[CH:7]=[C:6]([C:8]([CH3:11])([CH3:10])[CH3:9])[C:5]=1[OH:12])([CH3:16])([CH3:15])[CH3:14]. The catalyst class is: 103. (4) Reactant: [CH3:1][N:2]([CH3:13])[C:3]1[CH:4]=[C:5]([OH:12])[CH:6]=[C:7]([N+:9]([O-:11])=[O:10])[CH:8]=1.Br[CH2:15][CH2:16][O:17][CH2:18][CH2:19][O:20][CH2:21][CH2:22][O:23][CH3:24].C([O-])([O-])=O.[K+].[K+]. Product: [CH3:24][O:23][CH2:22][CH2:21][O:20][CH2:19][CH2:18][O:17][CH2:16][CH2:15][O:12][C:5]1[CH:4]=[C:3]([CH:8]=[C:7]([N+:9]([O-:11])=[O:10])[CH:6]=1)[N:2]([CH3:13])[CH3:1]. The catalyst class is: 21. (5) Reactant: F[C:2]1[CH:3]=[CH:4][C:5]([S:19]([CH3:22])(=[O:21])=[O:20])=[C:6]([NH:8][C:9]2[C:18]3[C:13](=[CH:14][CH:15]=[CH:16][CH:17]=3)[CH:12]=[CH:11][CH:10]=2)[CH:7]=1.[NH:23]1[CH2:28][CH2:27][NH:26][CH2:25][CH2:24]1.C(N(CC)C(C)C)(C)C. Product: [CH3:22][S:19]([C:5]1[CH:4]=[CH:3][C:2]([N:23]2[CH2:28][CH2:27][NH:26][CH2:25][CH2:24]2)=[CH:7][C:6]=1[NH:8][C:9]1[C:18]2[C:13](=[CH:14][CH:15]=[CH:16][CH:17]=2)[CH:12]=[CH:11][CH:10]=1)(=[O:21])=[O:20]. The catalyst class is: 10. (6) Reactant: [CH3:1][O:2][N:3]=[C:4]1[C:13]2[C:8](=[CH:9][CH:10]=[C:11]([N+:14]([O-])=O)[CH:12]=2)[CH2:7][CH2:6][CH2:5]1. Product: [NH2:14][C:11]1[CH:12]=[C:13]2[C:8]([CH2:7][CH2:6][CH2:5][C:4]2=[N:3][O:2][CH3:1])=[CH:9][CH:10]=1. The catalyst class is: 19. (7) Reactant: [F:1][C:2]([F:13])([F:12])[O:3][C:4]1[CH:11]=[CH:10][C:7]([CH2:8][NH2:9])=[CH:6][CH:5]=1.C[O:15][C:16](=O)[C:17]1[C:22]([I:23])=[CH:21][C:20]([N+:24]([O-:26])=[O:25])=[CH:19][C:18]=1[CH2:27]Br.C([O-])([O-])=O.[K+].[K+]. Product: [N+:24]([C:20]1[CH:19]=[C:18]2[C:17](=[C:22]([I:23])[CH:21]=1)[C:16](=[O:15])[N:9]([CH2:8][C:7]1[CH:10]=[CH:11][C:4]([O:3][C:2]([F:12])([F:13])[F:1])=[CH:5][CH:6]=1)[CH2:27]2)([O-:26])=[O:25]. The catalyst class is: 11.